This data is from Full USPTO retrosynthesis dataset with 1.9M reactions from patents (1976-2016). The task is: Predict the reactants needed to synthesize the given product. (1) Given the product [CH:40]1([CH2:3][N:2]([CH2:4][C:5]2[C:17]3[C:16]4[CH2:15][CH2:14][N:13]([O:18][CH2:19][O:20][CH2:21][CH2:22][Si:23]([CH3:26])([CH3:25])[CH3:24])[C:12](=[O:27])[C:11]=4[N:10]=[CH:9][C:8]=3[N:7]([CH2:28][C:29]3[CH:30]=[CH:31][C:32]([F:35])=[CH:33][CH:34]=3)[CH:6]=2)[CH3:1])[CH2:41][CH2:36]1, predict the reactants needed to synthesize it. The reactants are: [CH3:1][N:2]([CH2:4][C:5]1[C:17]2[C:16]3[CH2:15][CH2:14][N:13]([O:18][CH2:19][O:20][CH2:21][CH2:22][Si:23]([CH3:26])([CH3:25])[CH3:24])[C:12](=[O:27])[C:11]=3[N:10]=[CH:9][C:8]=2[N:7]([CH2:28][C:29]2[CH:34]=[CH:33][C:32]([F:35])=[CH:31][CH:30]=2)[CH:6]=1)[CH3:3].[C:36]1(OC(Cl)=O)[CH:41]=[CH:40]C=CC=1.Cl.C1(CNC)CC1.C(N(C(C)C)CC)(C)C. (2) Given the product [C:29]([C:20]1([NH:19][C:8](=[O:10])[C:7]2[CH:11]=[CH:12][CH:13]=[C:14]([CH3:15])[C:6]=2[O:5][CH:1]2[CH2:2][CH2:3][CH2:4]2)[CH2:28][C:27]2[C:22](=[CH:23][CH:24]=[CH:25][CH:26]=2)[CH2:21]1)#[N:30], predict the reactants needed to synthesize it. The reactants are: [CH:1]1([O:5][C:6]2[C:14]([CH3:15])=[CH:13][CH:12]=[CH:11][C:7]=2[C:8]([OH:10])=O)[CH2:4][CH2:3][CH2:2]1.C(Cl)Cl.[NH2:19][C:20]1([C:29]#[N:30])[CH2:28][C:27]2[C:22](=[CH:23][CH:24]=[CH:25][CH:26]=2)[CH2:21]1.CCN(C(C)C)C(C)C. (3) Given the product [C:74]([O:73][C:72]([NH:71][CH:68]1[CH2:67][CH2:66][N:65]([CH2:64][CH2:63][N:7]2[C:6]3[CH:8]=[C:9]([C:12]([O:14][CH3:15])=[O:13])[CH:10]=[CH:11][C:5]=3[O:4][CH2:3][C:2]2=[O:1])[CH2:70][CH2:69]1)=[O:78])([CH3:77])([CH3:76])[CH3:75], predict the reactants needed to synthesize it. The reactants are: [O:1]=[C:2]1[NH:7][C:6]2[CH:8]=[C:9]([C:12]([O:14][CH3:15])=[O:13])[CH:10]=[CH:11][C:5]=2[O:4][CH2:3]1.[H-].[Na+].FC1C=C2C(C=CC(=O)N2CCN2CCC(NCC3C=CC4OCC(=O)NC=4N=3)CC2)=CC=1.COC1C=C2C(C=CC(=O)N2[CH2:63][CH2:64][N:65]2[CH2:70][CH2:69][CH:68]([NH:71][C:72](=[O:78])[O:73][C:74]([CH3:77])([CH3:76])[CH3:75])[CH2:67][CH2:66]2)=CC=1.